This data is from Reaction yield outcomes from USPTO patents with 853,638 reactions. The task is: Predict the reaction yield, written as a fraction of the theoretical maximum amount of product (1.0 means a 100% yield; for example, 0.34 means a 34% yield). (1) The reactants are [NH2:1][CH:2]1[CH2:9][CH2:8][CH2:7][CH:6]=[CH:5][CH2:4][CH2:3]1.[N:10]([C:13]1[CH:21]=[CH:20][C:16]([C:17](O)=[O:18])=[CH:15][CH:14]=1)=[N+:11]=[N-:12].S(Cl)(Cl)=O.C(N(CC)CC)C. The catalyst is O1CCCC1. The product is [N:10]([C:13]1[CH:14]=[CH:15][C:16]([C:17]([NH:1][CH:2]2[CH2:9][CH2:8][CH2:7][CH:6]=[CH:5][CH2:4][CH2:3]2)=[O:18])=[CH:20][CH:21]=1)=[N+:11]=[N-:12]. The yield is 0.730. (2) The product is [CH3:1][O:2][C:3]1[CH:4]=[C:5]([NH:11][C:12]2[C:13]3[N:29]=[CH:28][S:27][C:14]=3[N:15]=[C:16]([N:18]3[CH2:23][CH2:22][CH2:21][CH:20]([C:24]([NH:30][C:31]4[CH:40]=[CH:39][C:34]([C:35]([O:37][CH3:38])=[O:36])=[C:33]([O:41][CH3:42])[CH:32]=4)=[O:25])[CH2:19]3)[N:17]=2)[CH:6]=[CH:7][C:8]=1[O:9][CH3:10]. The catalyst is ClCCl. The reactants are [CH3:1][O:2][C:3]1[CH:4]=[C:5]([NH:11][C:12]2[C:13]3[N:29]=[CH:28][S:27][C:14]=3[N:15]=[C:16]([N:18]3[CH2:23][CH2:22][CH2:21][CH:20]([C:24](O)=[O:25])[CH2:19]3)[N:17]=2)[CH:6]=[CH:7][C:8]=1[O:9][CH3:10].[NH2:30][C:31]1[CH:40]=[CH:39][C:34]([C:35]([O:37][CH3:38])=[O:36])=[C:33]([O:41][CH3:42])[CH:32]=1.CN1C=CN=C1.CCN=C=NCCCN(C)C. The yield is 0.808. (3) The product is [F:1][C:2]1[CH:3]=[C:4]([OH:9])[CH:5]=[C:6]([F:8])[C:7]=1[CH2:12][OH:10]. The catalyst is O. The yield is 0.490. The reactants are [F:1][C:2]1[CH:3]=[C:4]([OH:9])[CH:5]=[C:6]([F:8])[CH:7]=1.[OH-:10].[K+].[CH2:12]=O.Cl. (4) The reactants are [C:1]([N:9]1[CH2:14][CH2:13][N:12]([C:15](=[O:30])[C@@H:16]([O:18][C:19]2[CH:28]=[CH:27][CH:26]=[C:25]3[C:20]=2[CH:21]=[CH:22][C:23](Cl)=[N:24]3)[CH3:17])[C@H:11]([CH3:31])[CH2:10]1)(=[O:8])[C:2]1[CH:7]=[CH:6][CH:5]=[CH:4][CH:3]=1.C(O)(=[O:34])C. The catalyst is O. The product is [C:1]([N:9]1[CH2:14][CH2:13][N:12]([C:15](=[O:30])[C@H:16]([CH3:17])[O:18][C:19]2[CH:28]=[CH:27][CH:26]=[C:25]3[C:20]=2[CH:21]=[CH:22][C:23](=[O:34])[NH:24]3)[C@H:11]([CH3:31])[CH2:10]1)(=[O:8])[C:2]1[CH:7]=[CH:6][CH:5]=[CH:4][CH:3]=1. The yield is 0.400. (5) The reactants are [Cl:1][C:2]1[CH:7]=[CH:6][C:5]([OH:8])=[C:4]([O:9][CH3:10])[CH:3]=1.[H-].[Na+].Cl[CH2:14][C:15]([CH3:17])=[CH2:16]. No catalyst specified. The product is [Cl:1][C:2]1[CH:7]=[CH:6][C:5]([O:8][CH2:16][C:15]([CH3:17])=[CH2:14])=[C:4]([O:9][CH3:10])[CH:3]=1. The yield is 0.910. (6) The reactants are [F:1][C:2]1[CH:3]=[C:4]([CH:8]=[CH:9][C:10]=1[F:11])[C:5]([OH:7])=O.C(N1C=CN=C1)(N1C=CN=C1)=O.[Mg+].[C:25]([O:31][CH2:32][CH3:33])(=[O:30])[CH2:26]C([O-])=O.Cl. The catalyst is O1CCCC1.O.C(OCC)(=O)C. The yield is 0.770. The product is [F:1][C:2]1[CH:3]=[C:4]([C:5](=[O:7])[CH2:26][C:25]([O:31][CH2:32][CH3:33])=[O:30])[CH:8]=[CH:9][C:10]=1[F:11]. (7) The reactants are [CH:1]1([N:7]2[C:11]3([CH2:16][CH2:15][NH:14][CH2:13][CH2:12]3)[C:10](=[O:17])[N:9]([CH2:18][C:19]3[CH:20]=[C:21]([CH:29]=[CH:30][CH:31]=3)[C:22]([O:24][C:25]([CH3:28])([CH3:27])[CH3:26])=[O:23])[CH2:8]2)[CH2:6][CH2:5][CH2:4][CH2:3][CH2:2]1.I[CH2:33][CH2:34][CH2:35][C:36]([C:38]1[CH:43]=[CH:42][CH:41]=[CH:40][CH:39]=1)=[O:37].C(=O)([O-])[O-].[K+].[K+]. The catalyst is CN(C)C=O.C(OCC)(=O)C. The product is [CH:1]1([N:7]2[C:11]3([CH2:16][CH2:15][N:14]([CH2:33][CH2:34][CH2:35][C:36](=[O:37])[C:38]4[CH:43]=[CH:42][CH:41]=[CH:40][CH:39]=4)[CH2:13][CH2:12]3)[C:10](=[O:17])[N:9]([CH2:18][C:19]3[CH:20]=[C:21]([CH:29]=[CH:30][CH:31]=3)[C:22]([O:24][C:25]([CH3:27])([CH3:28])[CH3:26])=[O:23])[CH2:8]2)[CH2:2][CH2:3][CH2:4][CH2:5][CH2:6]1. The yield is 0.820. (8) The reactants are [C:1]([O:5][C:6]([N:8]1[CH2:13][CH2:12][CH2:11][C@H:10]([C:14]([OH:17])([CH3:16])[CH3:15])[CH2:9]1)=[O:7])([CH3:4])([CH3:3])[CH3:2].[H-].[Na+].C(N=[CH:25][C:26]1[CH:31]=[CH:30][CH:29]=[CH:28][C:27]=1F)(C)(C)C.[OH2:33]. The catalyst is O1CCOCC1.C(O)(=O)C.O1CCCC1. The product is [C:1]([O:5][C:6]([N:8]1[CH2:13][CH2:12][CH2:11][C@H:10]([C:14]([O:17][C:27]2[CH:28]=[CH:29][CH:30]=[CH:31][C:26]=2[CH:25]=[O:33])([CH3:16])[CH3:15])[CH2:9]1)=[O:7])([CH3:4])([CH3:2])[CH3:3]. The yield is 0.260. (9) No catalyst specified. The yield is 0.380. The product is [Cl:1][C:2]1[CH:3]=[C:4]([NH:10][C:11]2[N:15]=[C:14]([N:16]3[CH2:17][CH2:18][O:19][CH2:20][CH2:21]3)[NH:13][N:12]=2)[CH:5]=[C:6]([Cl:9])[C:7]=1[F:8]. The reactants are [Cl:1][C:2]1[CH:3]=[C:4]([NH:10][C:11]2[N:15]=[C:14]([N:16]3[CH2:21][CH2:20][O:19][CH2:18][CH2:17]3)[N:13](CC3C=CC(OC)=CC=3)[N:12]=2)[CH:5]=[C:6]([Cl:9])[C:7]=1[F:8].C(O)(C(F)(F)F)=O.